Dataset: Reaction yield outcomes from USPTO patents with 853,638 reactions. Task: Predict the reaction yield, written as a fraction of the theoretical maximum amount of product (1.0 means a 100% yield; for example, 0.34 means a 34% yield). (1) The reactants are [CH3:1][N:2]1[CH2:7][CH2:6][CH:5]([CH:8]([S:14][C:15]2[CH:16]=[N:17][C:18]([NH:28][C:29]3[S:30][CH:31]=[C:32]([CH3:34])[N:33]=3)=[C:19]([O:21][C:22]3[CH:27]=[CH:26][CH:25]=[CH:24][CH:23]=3)[CH:20]=2)[C:9](OCC)=[O:10])[CH2:4][CH2:3]1.[H-].[H-].[H-].[H-].[Li+].[Al+3].[NH4+].[Cl-]. The catalyst is C1COCC1. The product is [CH3:1][N:2]1[CH2:7][CH2:6][CH:5]([CH:8]([S:14][C:15]2[CH:16]=[N:17][C:18]([NH:28][C:29]3[S:30][CH:31]=[C:32]([CH3:34])[N:33]=3)=[C:19]([O:21][C:22]3[CH:27]=[CH:26][CH:25]=[CH:24][CH:23]=3)[CH:20]=2)[CH2:9][OH:10])[CH2:4][CH2:3]1. The yield is 0.849. (2) The reactants are [CH3:1][O:2][C:3](=[O:25])[C:4]1[CH:9]=[CH:8][C:7]([O:10][CH2:11][C:12]2[C:13]([C:19]3[CH:24]=[CH:23][CH:22]=[CH:21][CH:20]=3)=[N:14][O:15][C:16]=2[CH:17]=[O:18])=[N:6][CH:5]=1.[BH4-].[Na+]. The catalyst is CO. The product is [CH3:1][O:2][C:3](=[O:25])[C:4]1[CH:9]=[CH:8][C:7]([O:10][CH2:11][C:12]2[C:13]([C:19]3[CH:24]=[CH:23][CH:22]=[CH:21][CH:20]=3)=[N:14][O:15][C:16]=2[CH2:17][OH:18])=[N:6][CH:5]=1. The yield is 0.890.